This data is from TCR-epitope binding with 47,182 pairs between 192 epitopes and 23,139 TCRs. The task is: Binary Classification. Given a T-cell receptor sequence (or CDR3 region) and an epitope sequence, predict whether binding occurs between them. (1) The epitope is IVTDFSVIK. The TCR CDR3 sequence is CASSQERGPYNEQFF. Result: 1 (the TCR binds to the epitope). (2) The epitope is VLWAHGFEL. The TCR CDR3 sequence is CASSLGLAPSAEQYF. Result: 1 (the TCR binds to the epitope). (3) The epitope is GLIYNRMGAVTTEV. The TCR CDR3 sequence is CASSRTSGSSYNEQFF. Result: 0 (the TCR does not bind to the epitope). (4) The epitope is GTSGSPIIDK. The TCR CDR3 sequence is CTSSDRQSLVQFF. Result: 0 (the TCR does not bind to the epitope). (5) The TCR CDR3 sequence is CSASNRESYEQYF. Result: 1 (the TCR binds to the epitope). The epitope is LLFGYPVYV. (6) The epitope is SLVKPSFYV. Result: 1 (the TCR binds to the epitope). The TCR CDR3 sequence is CASSLVGPSYSPLHF. (7) The epitope is LLQTGIHVRVSQPSL. The TCR CDR3 sequence is CATSDRLAGGELFF. Result: 0 (the TCR does not bind to the epitope). (8) The TCR CDR3 sequence is CASSQDIAPEQYF. Result: 1 (the TCR binds to the epitope). The epitope is SEVGPEHSLAEY. (9) The epitope is IVTDFSVIK. The TCR CDR3 sequence is CSVVWAEQYF. Result: 1 (the TCR binds to the epitope). (10) The epitope is KAYNVTQAF. The TCR CDR3 sequence is CASSTFYEQYF. Result: 0 (the TCR does not bind to the epitope).